The task is: Predict the product of the given reaction.. This data is from Forward reaction prediction with 1.9M reactions from USPTO patents (1976-2016). (1) Given the reactants [Br:1][C:2]1[CH:7]=[CH:6][C:5]([OH:8])=[C:4]([O:9][CH3:10])[CH:3]=1.[S:11](Cl)([C:14]1[CH:20]=[CH:19][C:17]([CH3:18])=[CH:16][CH:15]=1)(=[O:13])=[O:12].CCN(CC)CC, predict the reaction product. The product is: [Br:1][C:2]1[CH:7]=[CH:6][C:5]([O:8][S:11]([C:14]2[CH:20]=[CH:19][C:17]([CH3:18])=[CH:16][CH:15]=2)(=[O:13])=[O:12])=[C:4]([O:9][CH3:10])[CH:3]=1. (2) Given the reactants C(N1C=CN=C1)(N1C=CN=C1)=O.[N:13]1[CH:18]=[C:17]([C:19]([OH:21])=O)[CH:16]=[N:15][CH:14]=1.Cl.[CH3:23][NH:24][O:25][CH3:26], predict the reaction product. The product is: [CH3:26][O:25][N:24]([CH3:23])[C:19]([C:17]1[CH:16]=[N:15][CH:14]=[N:13][CH:18]=1)=[O:21].